From a dataset of Peptide-MHC class I binding affinity with 185,985 pairs from IEDB/IMGT. Regression. Given a peptide amino acid sequence and an MHC pseudo amino acid sequence, predict their binding affinity value. This is MHC class I binding data. (1) The peptide sequence is IPRACQKSL. The MHC is HLA-B40:01 with pseudo-sequence HLA-B40:01. The binding affinity (normalized) is 0.0847. (2) The peptide sequence is RRRGACVVY. The MHC is HLA-A03:01 with pseudo-sequence HLA-A03:01. The binding affinity (normalized) is 0.213. (3) The MHC is HLA-A23:01 with pseudo-sequence HLA-A23:01. The binding affinity (normalized) is 0. The peptide sequence is LTKGTLEPEY. (4) The peptide sequence is KVGYFQHGA. The MHC is HLA-B46:01 with pseudo-sequence HLA-B46:01. The binding affinity (normalized) is 0.0847.